This data is from NCI-60 drug combinations with 297,098 pairs across 59 cell lines. The task is: Regression. Given two drug SMILES strings and cell line genomic features, predict the synergy score measuring deviation from expected non-interaction effect. (1) Drug 1: COC1=C(C=C2C(=C1)N=CN=C2NC3=CC(=C(C=C3)F)Cl)OCCCN4CCOCC4. Drug 2: CN1C2=C(C=C(C=C2)N(CCCl)CCCl)N=C1CCCC(=O)O.Cl. Cell line: SK-MEL-28. Synergy scores: CSS=18.4, Synergy_ZIP=-2.02, Synergy_Bliss=2.27, Synergy_Loewe=-9.54, Synergy_HSA=1.16. (2) Drug 1: CC1=C(C(CCC1)(C)C)C=CC(=CC=CC(=CC(=O)O)C)C. Cell line: HL-60(TB). Synergy scores: CSS=63.3, Synergy_ZIP=3.87, Synergy_Bliss=5.55, Synergy_Loewe=7.59, Synergy_HSA=7.81. Drug 2: CCC1(CC2CC(C3=C(CCN(C2)C1)C4=CC=CC=C4N3)(C5=C(C=C6C(=C5)C78CCN9C7C(C=CC9)(C(C(C8N6C)(C(=O)OC)O)OC(=O)C)CC)OC)C(=O)OC)O.OS(=O)(=O)O. (3) Cell line: A549. Drug 1: CN1CCC(CC1)COC2=C(C=C3C(=C2)N=CN=C3NC4=C(C=C(C=C4)Br)F)OC. Drug 2: CC1=C(C=C(C=C1)NC2=NC=CC(=N2)N(C)C3=CC4=NN(C(=C4C=C3)C)C)S(=O)(=O)N.Cl. Synergy scores: CSS=11.4, Synergy_ZIP=-3.13, Synergy_Bliss=1.45, Synergy_Loewe=-10.6, Synergy_HSA=1.36. (4) Drug 1: CC1OCC2C(O1)C(C(C(O2)OC3C4COC(=O)C4C(C5=CC6=C(C=C35)OCO6)C7=CC(=C(C(=C7)OC)O)OC)O)O. Drug 2: CC(C)NC(=O)C1=CC=C(C=C1)CNNC.Cl. Cell line: NCI-H226. Synergy scores: CSS=18.6, Synergy_ZIP=-2.04, Synergy_Bliss=6.75, Synergy_Loewe=-7.25, Synergy_HSA=3.63. (5) Drug 1: CN(C)C1=NC(=NC(=N1)N(C)C)N(C)C. Drug 2: C1CN(P(=O)(OC1)NCCCl)CCCl. Cell line: SNB-19. Synergy scores: CSS=-0.657, Synergy_ZIP=1.03, Synergy_Bliss=1.48, Synergy_Loewe=-0.781, Synergy_HSA=-0.631.